From a dataset of Catalyst prediction with 721,799 reactions and 888 catalyst types from USPTO. Predict which catalyst facilitates the given reaction. (1) Reactant: [Cl:1][C:2]1[C:3]2[CH2:11][CH2:10][N:9](C(OC(C)(C)C)=O)[CH2:8][C:4]=2[N:5]=[CH:6][N:7]=1.C(O)(C(F)(F)F)=O. Product: [Cl:1][C:2]1[C:3]2[CH2:11][CH2:10][NH:9][CH2:8][C:4]=2[N:5]=[CH:6][N:7]=1. The catalyst class is: 2. (2) Reactant: [OH:1][C:2]([C:10](=[O:28])[NH:11][C@@H:12]1[C:18](=[O:19])[NH:17][C:16]2[CH:20]=[CH:21][CH:22]=[CH:23][C:15]=2[C:14]2[CH:24]=[CH:25][CH:26]=[CH:27][C:13]1=2)([CH2:6][CH:7]([CH3:9])[CH3:8])[C:3]([OH:5])=O.[F:29][C:30]1[CH:31]=[C:32]([CH:35]=[C:36]([F:38])[CH:37]=1)[CH2:33]N.C([N:41](CC)CC)C.F[P-](F)(F)(F)(F)F.N1(OC(N(C)C)=[N+](C)C)C2C=CC=CC=2N=N1. Product: [F:29][C:30]1[CH:31]=[C:32]([CH:35]=[C:36]([F:38])[CH:37]=1)[CH2:33][N:11]([C@@H:12]1[C:18](=[O:19])[NH:17][C:16]2[CH:20]=[CH:21][CH:22]=[CH:23][C:15]=2[C:14]2[CH:24]=[CH:25][CH:26]=[CH:27][C:13]1=2)[C:10](=[O:28])[C:2]([OH:1])([CH2:6][CH:7]([CH3:9])[CH3:8])[C:3]([NH2:41])=[O:5]. The catalyst class is: 9. (3) Reactant: Br[C:2]1[CH:7]=[CH:6][C:5]([N:8]2[C:12]([CH2:13][CH:14]3[CH2:17][N:16]([C:18]([CH:20]4[CH2:22][CH2:21]4)=[O:19])[CH2:15]3)=[N:11][NH:10][C:9]2=[O:23])=[CH:4][CH:3]=1.CC1(C)C(C)(C)OB([C:32]2[CH:33]=[C:34]3[C:38](=[CH:39][CH:40]=2)[NH:37][N:36]=[CH:35]3)O1.C(=O)([O-])[O-].[K+].[K+]. Product: [CH:20]1([C:18]([N:16]2[CH2:17][CH:14]([CH2:13][C:12]3[N:8]([C:5]4[CH:6]=[CH:7][C:2]([C:40]5[CH:39]=[C:38]6[C:34]([CH:35]=[N:36][NH:37]6)=[CH:33][CH:32]=5)=[CH:3][CH:4]=4)[C:9](=[O:23])[NH:10][N:11]=3)[CH2:15]2)=[O:19])[CH2:22][CH2:21]1. The catalyst class is: 155. (4) Reactant: [F:1][C:2]1[C:11]([F:12])=[C:10]2[C:5]([CH:6]=[CH:7][CH:8]([CH:13]3[CH2:18][CH2:17][CH:16]([CH2:19][CH2:20][CH3:21])[CH2:15][CH2:14]3)[O:9]2)=[C:4]2[CH2:22][CH2:23][CH2:24][O:25][C:3]=12. Product: [F:12][C:11]1[C:2]([F:1])=[C:3]2[C:4]([CH2:22][CH2:23][CH2:24][O:25]2)=[C:5]2[CH2:6][CH2:7][CH:8]([CH:13]3[CH2:18][CH2:17][CH:16]([CH2:19][CH2:20][CH3:21])[CH2:15][CH2:14]3)[O:9][C:10]=12. The catalyst class is: 123. (5) Reactant: FC(F)(F)S(O[C:7]1[CH:12]=[N:11][C:10]([C:13]2[CH:18]=[CH:17][C:16](=[O:19])[N:15]([CH:20]([CH3:22])[CH3:21])[N:14]=2)=[C:9]([C:23]2[CH:28]=[CH:27][CH:26]=[CH:25][CH:24]=2)[N:8]=1)(=O)=O.[CH3:31][OH:32].C1(P(C2C=CC=CC=2)CCCP(C2C=CC=CC=2)C2C=CC=CC=2)C=CC=CC=1.CN([CH:65]=[O:66])C. Product: [CH:20]([N:15]1[C:16](=[O:19])[CH:17]=[CH:18][C:13]([C:10]2[N:11]=[CH:12][C:7]([C:31]([O:66][CH3:65])=[O:32])=[N:8][C:9]=2[C:23]2[CH:28]=[CH:27][CH:26]=[CH:25][CH:24]=2)=[N:14]1)([CH3:21])[CH3:22]. The catalyst class is: 167. (6) Reactant: [NH2:1][C:2]1[CH:7]=[CH:6][C:5]([C:8]([CH:11]2[CH2:16][CH2:15][N:14]([CH2:17][C:18]3[CH:23]=[CH:22][C:21]([C:24]([OH:33])([C:29]([F:32])([F:31])[F:30])[C:25]([F:28])([F:27])[F:26])=[CH:20][CH:19]=3)[CH2:13][CH2:12]2)([OH:10])[CH3:9])=[CH:4][CH:3]=1.Cl[C:35](OC1C=CC([N+]([O-])=O)=CC=1)=[O:36].[NH2:47][CH2:48][C:49]([CH3:52])([OH:51])[CH3:50].C(N(CC)CC)C. Product: [F:28][C:25]([F:26])([F:27])[C:24]([C:21]1[CH:22]=[CH:23][C:18]([CH2:17][N:14]2[CH2:13][CH2:12][CH:11]([C:8]([C:5]3[CH:6]=[CH:7][C:2]([NH:1][C:35]([NH:47][CH2:48][C:49]([OH:51])([CH3:52])[CH3:50])=[O:36])=[CH:3][CH:4]=3)([OH:10])[CH3:9])[CH2:16][CH2:15]2)=[CH:19][CH:20]=1)([OH:33])[C:29]([F:32])([F:30])[F:31]. The catalyst class is: 7. (7) Reactant: Br[C:2]1[CH:12]=[CH:11][C:5]2[N:6]([CH3:10])[C:7](=[O:9])[O:8][C:4]=2[CH:3]=1.[N:13]1[CH:18]=[CH:17][CH:16]=[C:15](B(O)O)[CH:14]=1.C([O-])([O-])=O.[Na+].[Na+]. Product: [CH3:10][N:6]1[C:5]2[CH:11]=[CH:12][C:2]([C:15]3[CH:14]=[N:13][CH:18]=[CH:17][CH:16]=3)=[CH:3][C:4]=2[O:8][C:7]1=[O:9]. The catalyst class is: 104. (8) The catalyst class is: 265. Product: [CH2:5]([C:6]1[S:14][C:13]([NH2:15])=[N:12][N:11]=1)[CH2:4][CH2:3][CH2:2][C:1]1[S:14][C:13]([NH2:15])=[N:12][N:11]=1. Reactant: [C:1](O)(=O)[CH2:2][CH2:3][CH2:4][CH2:5][C:6](O)=O.[NH2:11][NH:12][C:13]([NH2:15])=[S:14]. (9) Reactant: Cl.[CH3:2][C:3]1[CH:11]=[CH:10][C:9]2[C@@H:8]([NH2:12])[CH2:7][CH2:6][C:5]=2[N:4]=1.[CH:13]1([C:16]2[C:24]3[C:19](=[N:20][C:21]([O:28][CH2:29][C:30](O)=[O:31])=[CH:22][C:23]=3[CH:25]([F:27])[F:26])[N:18]([CH3:33])[N:17]=2)[CH2:15][CH2:14]1.CCN(C(C)C)C(C)C.CN(C(ON1N=NC2C=CC=NC1=2)=[N+](C)C)C.F[P-](F)(F)(F)(F)F. Product: [CH:13]1([C:16]2[C:24]3[C:19](=[N:20][C:21]([O:28][CH2:29][C:30]([NH:12][C@@H:8]4[C:9]5[C:5](=[N:4][C:3]([CH3:2])=[CH:11][CH:10]=5)[CH2:6][CH2:7]4)=[O:31])=[CH:22][C:23]=3[CH:25]([F:26])[F:27])[N:18]([CH3:33])[N:17]=2)[CH2:14][CH2:15]1. The catalyst class is: 31. (10) Reactant: [F:1][C:2]1[CH:11]=[C:10]2[C:5]([NH:6][CH2:7][C:8](=[O:12])[NH:9]2)=[CH:4][CH:3]=1.[OH-].[Na+].OO.C(O)(=O)C. Product: [F:1][C:2]1[CH:11]=[C:10]2[C:5]([N:6]=[CH:7][C:8]([OH:12])=[N:9]2)=[CH:4][CH:3]=1. The catalyst class is: 138.